Regression. Given a peptide amino acid sequence and an MHC pseudo amino acid sequence, predict their binding affinity value. This is MHC class II binding data. From a dataset of Peptide-MHC class II binding affinity with 134,281 pairs from IEDB. (1) The peptide sequence is QCCDLDPQARVAIKSLTERL. The MHC is DRB1_1302 with pseudo-sequence DRB1_1302. The binding affinity (normalized) is 0.829. (2) The peptide sequence is INEPTAAAIAMGLDR. The MHC is HLA-DQA10102-DQB10602 with pseudo-sequence HLA-DQA10102-DQB10602. The binding affinity (normalized) is 0.791. (3) The peptide sequence is QVAFSYFPPPAAKED. The binding affinity (normalized) is 0.133. The MHC is DRB4_0101 with pseudo-sequence DRB4_0103. (4) The peptide sequence is PATPAAPGAGYTPAT. The MHC is HLA-DPA10201-DPB10101 with pseudo-sequence HLA-DPA10201-DPB10101. The binding affinity (normalized) is 0. (5) The peptide sequence is AKKYFAATQFEPLAA. The MHC is HLA-DQA10401-DQB10402 with pseudo-sequence HLA-DQA10401-DQB10402. The binding affinity (normalized) is 0.442. (6) The peptide sequence is GDGFIDFNEFISFCN. The MHC is HLA-DQA10201-DQB10202 with pseudo-sequence HLA-DQA10201-DQB10202. The binding affinity (normalized) is 0.361. (7) The peptide sequence is NKICTSKGDSARVTV. The MHC is HLA-DPA10301-DPB10402 with pseudo-sequence HLA-DPA10301-DPB10402. The binding affinity (normalized) is 0.112. (8) The peptide sequence is RVIAQGPTATFEAMY. The MHC is HLA-DPA10103-DPB10301 with pseudo-sequence HLA-DPA10103-DPB10301. The binding affinity (normalized) is 0. (9) The peptide sequence is AQGPKATFEAMYLGT. The MHC is DRB4_0101 with pseudo-sequence DRB4_0103. The binding affinity (normalized) is 0.412. (10) The peptide sequence is KASTGGAYESYKFIPALEAA. The MHC is DRB1_1302 with pseudo-sequence DRB1_1302. The binding affinity (normalized) is 0.281.